From a dataset of Catalyst prediction with 721,799 reactions and 888 catalyst types from USPTO. Predict which catalyst facilitates the given reaction. (1) Reactant: [C:1]([O:5][C:6]([NH:8][C@@H:9]([CH2:12][C:13]1[CH:18]=[CH:17][CH:16]=[CH:15][CH:14]=1)[CH2:10]O)=[O:7])([CH3:4])([CH3:3])[CH3:2].C1(P(C2C=CC=CC=2)C2C=CC=CC=2)C=CC=CC=1.N(C(OCC)=O)=NC(OCC)=O. Product: [C:1]([O:5][C:6]([N:8]1[CH2:10][C@@H:9]1[CH2:12][C:13]1[CH:18]=[CH:17][CH:16]=[CH:15][CH:14]=1)=[O:7])([CH3:4])([CH3:3])[CH3:2]. The catalyst class is: 1. (2) Reactant: Br[C:2]1[C:7]([N:8]([CH2:23][O:24][CH3:25])[S:9]([C:12]2[CH:17]=[CH:16][C:15]([Cl:18])=[C:14]([C:19]([F:22])([F:21])[F:20])[CH:13]=2)(=[O:11])=[O:10])=[CH:6][C:5]([Cl:26])=[CH:4][N:3]=1.C([Mg]Cl)(C)C.[CH3:32][C:33]1[CH:38]=[C:37]([CH:39]=[O:40])[CH:36]=[CH:35][N:34]=1. Product: [Cl:18][C:15]1[CH:16]=[CH:17][C:12]([S:9]([N:8]([C:7]2[C:2]([CH:39]([OH:40])[C:37]3[CH:36]=[CH:35][N:34]=[C:33]([CH3:32])[CH:38]=3)=[N:3][CH:4]=[C:5]([Cl:26])[CH:6]=2)[CH2:23][O:24][CH3:25])(=[O:11])=[O:10])=[CH:13][C:14]=1[C:19]([F:22])([F:21])[F:20]. The catalyst class is: 1. (3) Reactant: [C:1]([N:9]1[CH2:14][CH2:13][CH:12]([CH:15]=[O:16])[CH2:11][CH2:10]1)(=[O:8])[C:2]1[CH:7]=[CH:6][CH:5]=[CH:4][CH:3]=1.[CH:17]([Mg]Br)=[CH2:18]. Product: [OH:16][CH:15]([CH:12]1[CH2:13][CH2:14][N:9]([C:1](=[O:8])[C:2]2[CH:3]=[CH:4][CH:5]=[CH:6][CH:7]=2)[CH2:10][CH2:11]1)[CH:17]=[CH2:18]. The catalyst class is: 1. (4) Reactant: [NH2:1][CH2:2][N:3]1[CH2:7][CH:6]([CH2:8][CH2:9][CH3:10])[CH2:5][C:4]1=[O:11].F[C:13]1[CH:18]=[CH:17][CH:16]=[CH:15][C:14]=1[N+:19]([O-:21])=[O:20].C(N(CC)CC)C. Product: [N+:19]([C:14]1[CH:15]=[CH:16][CH:17]=[CH:18][C:13]=1[NH:1][CH2:2][N:3]1[CH2:7][CH:6]([CH2:8][CH2:9][CH3:10])[CH2:5][C:4]1=[O:11])([O-:21])=[O:20]. The catalyst class is: 12. (5) Reactant: P(Cl)(Cl)(Cl)=O.[CH2:6]([OH:10])[C:7]#[C:8][CH3:9].[O:11]1[CH:16]=[CH:15][CH2:14][CH2:13][CH2:12]1. Product: [CH2:6]([O:10][CH:12]1[CH2:13][CH2:14][CH2:15][CH2:16][O:11]1)[CH2:7][CH:8]=[CH2:9]. The catalyst class is: 2.